From a dataset of Forward reaction prediction with 1.9M reactions from USPTO patents (1976-2016). Predict the product of the given reaction. (1) Given the reactants [C:1]1([CH2:17][OH:18])[C:14]2[C:15]3=[C:16]4[C:11](=[CH:12][CH:13]=2)[CH:10]=[CH:9][CH:8]=[C:7]4[CH:6]=[CH:5][C:4]3=[CH:3][CH:2]=1.[Br:19][CH2:20][CH2:21][CH2:22][CH2:23][CH2:24]Br.[H-].[Na+], predict the reaction product. The product is: [Br:19][CH2:20][CH2:21][CH2:22][CH2:23][CH2:24][O:18][CH2:17][C:1]1[C:14]2[C:15]3=[C:16]4[C:11](=[CH:12][CH:13]=2)[CH:10]=[CH:9][CH:8]=[C:7]4[CH:6]=[CH:5][C:4]3=[CH:3][CH:2]=1. (2) Given the reactants [Cl:1][C:2]1[CH:7]=[CH:6][N:5]=[C:4]2[CH:8]=[C:9]([C:11]3[N:12]=[C:13]([CH:18]=O)[N:14]([CH2:16][CH3:17])[CH:15]=3)[S:10][C:3]=12.[CH3:20][NH:21][CH3:22].C([BH3-])#N.[Na+], predict the reaction product. The product is: [Cl:1][C:2]1[CH:7]=[CH:6][N:5]=[C:4]2[CH:8]=[C:9]([C:11]3[N:12]=[C:13]([CH2:18][N:21]([CH3:22])[CH3:20])[N:14]([CH2:16][CH3:17])[CH:15]=3)[S:10][C:3]=12. (3) Given the reactants [CH3:1][O:2][C:3]1[CH:11]=[C:10]2[C:6]([CH2:7][CH2:8][C:9]2=[O:12])=[CH:5][C:4]=1[N:13]1[CH2:18][CH2:17][O:16][CH2:15][CH2:14]1.CO.O.[F:22][C:23]([F:39])([F:38])[C:24]([C:30]1[CH:31]=[N:32][CH:33]=[C:34]([CH:37]=1)[CH:35]=O)([OH:29])[C:25]([F:28])([F:27])[F:26].[OH-].[Na+], predict the reaction product. The product is: [F:28][C:25]([F:26])([F:27])[C:24]([C:30]1[CH:37]=[C:34](/[CH:35]=[C:8]2/[C:9](=[O:12])[C:10]3[C:6]([CH2:7]/2)=[CH:5][C:4]([N:13]2[CH2:14][CH2:15][O:16][CH2:17][CH2:18]2)=[C:3]([O:2][CH3:1])[CH:11]=3)[CH:33]=[N:32][CH:31]=1)([OH:29])[C:23]([F:39])([F:38])[F:22]. (4) Given the reactants [F:1][C:2]1[CH:8]=[C:7]([O:9][C:10]2[C:19]3[C:14](=[N:15][C:16]([N:20]4[CH2:25][CH2:24][O:23][CH2:22][CH2:21]4)=[CH:17][N:18]=3)[N:13]=[CH:12][CH:11]=2)[CH:6]=[CH:5][C:3]=1[NH2:4].[C:26]([C:30]1[CH:34]=[C:33]([N:35]=[C:36]=[O:37])[N:32]([C:38]2[CH:43]=[CH:42][CH:41]=[CH:40][CH:39]=2)[N:31]=1)([CH3:29])([CH3:28])[CH3:27].CCCCCC, predict the reaction product. The product is: [C:26]([C:30]1[CH:34]=[C:33]([NH:35][C:36]([NH:4][C:3]2[CH:5]=[CH:6][C:7]([O:9][C:10]3[C:19]4=[N:18][CH:17]=[C:16]([N:20]5[CH2:25][CH2:24][O:23][CH2:22][CH2:21]5)[N:15]=[C:14]4[N:13]=[CH:12][CH:11]=3)=[CH:8][C:2]=2[F:1])=[O:37])[N:32]([C:38]2[CH:43]=[CH:42][CH:41]=[CH:40][CH:39]=2)[N:31]=1)([CH3:29])([CH3:27])[CH3:28].